From a dataset of NCI-60 drug combinations with 297,098 pairs across 59 cell lines. Regression. Given two drug SMILES strings and cell line genomic features, predict the synergy score measuring deviation from expected non-interaction effect. (1) Drug 1: CC1=CC=C(C=C1)C2=CC(=NN2C3=CC=C(C=C3)S(=O)(=O)N)C(F)(F)F. Drug 2: CC1=C2C(C(=O)C3(C(CC4C(C3C(C(C2(C)C)(CC1OC(=O)C(C(C5=CC=CC=C5)NC(=O)C6=CC=CC=C6)O)O)OC(=O)C7=CC=CC=C7)(CO4)OC(=O)C)O)C)OC(=O)C. Cell line: OVCAR3. Synergy scores: CSS=58.6, Synergy_ZIP=18.3, Synergy_Bliss=16.3, Synergy_Loewe=-11.9, Synergy_HSA=13.8. (2) Drug 1: CC(C)NC(=O)C1=CC=C(C=C1)CNNC.Cl. Drug 2: COCCOC1=C(C=C2C(=C1)C(=NC=N2)NC3=CC=CC(=C3)C#C)OCCOC.Cl. Cell line: SF-268. Synergy scores: CSS=-0.0525, Synergy_ZIP=2.13, Synergy_Bliss=2.47, Synergy_Loewe=0.282, Synergy_HSA=-1.46. (3) Drug 1: C1=C(C(=O)NC(=O)N1)F. Drug 2: CCC1(CC2CC(C3=C(CCN(C2)C1)C4=CC=CC=C4N3)(C5=C(C=C6C(=C5)C78CCN9C7C(C=CC9)(C(C(C8N6C)(C(=O)OC)O)OC(=O)C)CC)OC)C(=O)OC)O.OS(=O)(=O)O. Cell line: DU-145. Synergy scores: CSS=63.4, Synergy_ZIP=0.189, Synergy_Bliss=-1.34, Synergy_Loewe=2.85, Synergy_HSA=3.60. (4) Drug 1: C1=CC(=C2C(=C1NCCNCCO)C(=O)C3=C(C=CC(=C3C2=O)O)O)NCCNCCO. Drug 2: CC1=C(C=C(C=C1)C(=O)NC2=CC(=CC(=C2)C(F)(F)F)N3C=C(N=C3)C)NC4=NC=CC(=N4)C5=CN=CC=C5. Cell line: M14. Synergy scores: CSS=28.7, Synergy_ZIP=7.10, Synergy_Bliss=8.14, Synergy_Loewe=-23.4, Synergy_HSA=6.99. (5) Drug 1: CS(=O)(=O)C1=CC(=C(C=C1)C(=O)NC2=CC(=C(C=C2)Cl)C3=CC=CC=N3)Cl. Drug 2: CC1=CC2C(CCC3(C2CCC3(C(=O)C)OC(=O)C)C)C4(C1=CC(=O)CC4)C. Cell line: T-47D. Synergy scores: CSS=17.5, Synergy_ZIP=-2.24, Synergy_Bliss=4.22, Synergy_Loewe=5.31, Synergy_HSA=5.60. (6) Drug 1: CCC1=CC2CC(C3=C(CN(C2)C1)C4=CC=CC=C4N3)(C5=C(C=C6C(=C5)C78CCN9C7C(C=CC9)(C(C(C8N6C)(C(=O)OC)O)OC(=O)C)CC)OC)C(=O)OC.C(C(C(=O)O)O)(C(=O)O)O. Drug 2: C(CCl)NC(=O)N(CCCl)N=O. Cell line: PC-3. Synergy scores: CSS=26.2, Synergy_ZIP=-2.45, Synergy_Bliss=-2.40, Synergy_Loewe=-19.5, Synergy_HSA=-0.418.